Task: Predict the reactants needed to synthesize the given product.. Dataset: Full USPTO retrosynthesis dataset with 1.9M reactions from patents (1976-2016) (1) Given the product [CH2:18]([CH:20]([CH2:24][CH:25]([CH2:29][CH3:30])[C:26]([OH:28])=[O:27])[C:21]([OH:23])=[O:22])[CH3:19], predict the reactants needed to synthesize it. The reactants are: C(C(CC(CC)CO)CO)C.[OH-].[K+].[H][H].[K+].[K+].[CH2:18]([CH:20]([CH2:24][CH:25]([CH2:29][CH3:30])[C:26]([O-:28])=[O:27])[C:21]([O-:23])=[O:22])[CH3:19].S(=O)(=O)(O)O. (2) Given the product [Br:1][C:2]1[CH:3]=[N:4][N:5]([C:7]2[CH:12]=[CH:11][N:10]=[CH:9][C:8]=2[N:13]2[CH2:14][CH2:15][CH:16]([C:19]([N:26]3[CH2:27][CH2:28][C@H:24]([F:23])[CH2:25]3)=[O:21])[CH2:17][CH2:18]2)[CH:6]=1, predict the reactants needed to synthesize it. The reactants are: [Br:1][C:2]1[CH:3]=[N:4][N:5]([C:7]2[CH:12]=[CH:11][N:10]=[CH:9][C:8]=2[N:13]2[CH2:18][CH2:17][CH:16]([C:19]([OH:21])=O)[CH2:15][CH2:14]2)[CH:6]=1.Cl.[F:23][C@H:24]1[CH2:28][CH2:27][NH:26][CH2:25]1.CN(C(ON1N=NC2C=CC=NC1=2)=[N+](C)C)C.F[P-](F)(F)(F)(F)F.CCN(C(C)C)C(C)C. (3) Given the product [CH2:13]([C:2]1[C:7]([N+:8]([O-:10])=[O:9])=[CH:6][CH:5]=[C:4]([O:11][CH3:12])[N:3]=1)[CH3:14], predict the reactants needed to synthesize it. The reactants are: Cl[C:2]1[C:7]([N+:8]([O-:10])=[O:9])=[CH:6][CH:5]=[C:4]([O:11][CH3:12])[N:3]=1.[CH2:13](B(O)O)[CH3:14].C([O-])([O-])=O.[K+].[K+]. (4) Given the product [C:1]1([C:7]2[CH:11]=[C:10]([CH2:12][CH2:13][CH2:14][N:25]3[CH2:26][CH2:27][N:22]([C:16]4[CH:21]=[CH:20][CH:19]=[CH:18][CH:17]=4)[CH2:23][CH2:24]3)[O:9][N:8]=2)[CH:6]=[CH:5][CH:4]=[CH:3][CH:2]=1, predict the reactants needed to synthesize it. The reactants are: [C:1]1([C:7]2[CH:11]=[C:10]([CH2:12][CH2:13][CH:14]=O)[O:9][N:8]=2)[CH:6]=[CH:5][CH:4]=[CH:3][CH:2]=1.[C:16]1([N:22]2[CH2:27][CH2:26][NH:25][CH2:24][CH2:23]2)[CH:21]=[CH:20][CH:19]=[CH:18][CH:17]=1.[BH-](OC(C)=O)(OC(C)=O)OC(C)=O.[Na+]. (5) Given the product [NH2:1][C:2]1[CH:10]=[CH:9][C:8]([I:11])=[CH:7][C:3]=1[C:4]([NH:13][CH3:12])=[O:5], predict the reactants needed to synthesize it. The reactants are: [NH2:1][C:2]1[CH:10]=[CH:9][C:8]([I:11])=[CH:7][C:3]=1[C:4](O)=[O:5].[CH3:12][NH2:13]. (6) Given the product [Cl:8][C:4]1[CH:3]=[C:2]([C:14]2[CH:13]=[CH:12][CH:11]=[C:10]([F:9])[C:15]=2[F:16])[CH:7]=[CH:6][N:5]=1, predict the reactants needed to synthesize it. The reactants are: Br[C:2]1[CH:7]=[CH:6][N:5]=[C:4]([Cl:8])[CH:3]=1.[F:9][C:10]1[C:15]([F:16])=[CH:14][CH:13]=[CH:12][C:11]=1B(O)O.C(=O)([O-])[O-].[Na+].[Na+]. (7) Given the product [CH2:1]([C:3]1[S:7][C:6]2=[N:8][C:9]([C:11]3[O:12][C:13]4[C:19]([OH:20])=[CH:18][CH:17]=[CH:16][C:14]=4[CH:15]=3)=[CH:10][N:5]2[N:4]=1)[CH3:2], predict the reactants needed to synthesize it. The reactants are: [CH2:1]([C:3]1[S:7][C:6]2=[N:8][C:9]([C:11]3[O:12][C:13]4[C:19]([O:20]C)=[CH:18][CH:17]=[CH:16][C:14]=4[CH:15]=3)=[CH:10][N:5]2[N:4]=1)[CH3:2].B(Br)(Br)Br.CCOCC.CO.